Dataset: Forward reaction prediction with 1.9M reactions from USPTO patents (1976-2016). Task: Predict the product of the given reaction. (1) The product is: [C:1]([C:5]1[CH:6]=[CH:7][C:8]([OH:14])=[C:9]([CH:13]=1)[C:10]([NH:18][C:17]1[CH:19]=[CH:20][C:21]([I:23])=[CH:22][C:16]=1[Cl:15])=[O:12])([CH3:2])([CH3:3])[CH3:4]. Given the reactants [C:1]([C:5]1[CH:6]=[CH:7][C:8]([OH:14])=[C:9]([CH:13]=1)[C:10]([OH:12])=O)([CH3:4])([CH3:3])[CH3:2].[Cl:15][C:16]1[CH:22]=[C:21]([I:23])[CH:20]=[CH:19][C:17]=1[NH2:18], predict the reaction product. (2) Given the reactants C1(P(C2C=CC=CC=2)C2C=CC=CC=2)C=CC=CC=1.CC(OC(/N=N/C(OC(C)C)=O)=O)C.[Cl:34][C:35]1[CH:40]=[CH:39][C:38]([NH:41][C:42](=[O:47])[C:43]([F:46])([F:45])[F:44])=[C:37]([I:48])[CH:36]=1.[C:49]([O:53][C:54]([N:56]1[CH2:61][CH:60]=[C:59]([CH2:62]O)[CH2:58][CH2:57]1)=[O:55])([CH3:52])([CH3:51])[CH3:50], predict the reaction product. The product is: [C:49]([O:53][C:54]([N:56]1[CH2:57][CH:58]=[C:59]([CH2:62][N:41]([C:38]2[CH:39]=[CH:40][C:35]([Cl:34])=[CH:36][C:37]=2[I:48])[C:42](=[O:47])[C:43]([F:45])([F:46])[F:44])[CH2:60][CH2:61]1)=[O:55])([CH3:52])([CH3:50])[CH3:51]. (3) Given the reactants O[C:2]1[CH:7]=[CH:6][N:5]2[N:8]=[CH:9][C:10]([C:11]([O:13][CH2:14][CH3:15])=[O:12])=[C:4]2[N:3]=1.P(Cl)(Cl)([Cl:18])=O, predict the reaction product. The product is: [Cl:18][C:2]1[CH:7]=[CH:6][N:5]2[N:8]=[CH:9][C:10]([C:11]([O:13][CH2:14][CH3:15])=[O:12])=[C:4]2[N:3]=1. (4) Given the reactants FC(F)(F)C(O)=O.[Cl:8][C:9]1[C:14]([N:15]2[CH2:20][CH2:19][NH:18][CH2:17][CH2:16]2)=[CH:13][CH:12]=[CH:11][C:10]=1[C:21](=[O:23])[CH3:22].[O:24]=[C:25]1[NH:34][C:33]2[N:32]=[C:31]([O:35][CH2:36][CH2:37][CH2:38][CH:39]=O)[CH:30]=[CH:29][C:28]=2[CH2:27][CH2:26]1, predict the reaction product. The product is: [C:21]([C:10]1[C:9]([Cl:8])=[C:14]([N:15]2[CH2:20][CH2:19][N:18]([CH2:39][CH2:38][CH2:37][CH2:36][O:35][C:31]3[N:32]=[C:33]4[C:28]([CH2:27][CH2:26][C:25](=[O:24])[NH:34]4)=[CH:29][CH:30]=3)[CH2:17][CH2:16]2)[CH:13]=[CH:12][CH:11]=1)(=[O:23])[CH3:22].